This data is from Forward reaction prediction with 1.9M reactions from USPTO patents (1976-2016). The task is: Predict the product of the given reaction. (1) Given the reactants Cl.FC1C=C2C(=CC=1F)N(S(C1C=CC=CC=1)(=O)=O)C=C2C1C=NNC=1.[C:27]1([S:33]([N:36]2[C:44]3[C:39](=[CH:40][CH:41]=[C:42]([C:45]([F:48])([F:47])[F:46])[CH:43]=3)[C:38]([C:49]3[CH:50]=[N:51][N:52](C(OC(C)(C)C)=O)[CH:53]=3)=[CH:37]2)(=[O:35])=[O:34])[CH:32]=[CH:31][CH:30]=[CH:29][CH:28]=1, predict the reaction product. The product is: [C:27]1([S:33]([N:36]2[C:44]3[C:39](=[CH:40][CH:41]=[C:42]([C:45]([F:47])([F:48])[F:46])[CH:43]=3)[C:38]([C:49]3[CH:50]=[N:51][NH:52][CH:53]=3)=[CH:37]2)(=[O:35])=[O:34])[CH:28]=[CH:29][CH:30]=[CH:31][CH:32]=1. (2) The product is: [NH2:18][CH:9]([C:8]1[C:3]([O:2][CH3:1])=[N:4][CH:5]=[CH:6][C:7]=1[O:25][CH3:26])[CH2:10][CH:11]([CH3:17])[C:12]([O:14][CH3:15])=[O:13]. Given the reactants [CH3:1][O:2][C:3]1[C:8]([CH:9]([NH:18]S(C(C)(C)C)=O)[CH2:10][CH:11]([CH3:17])[C:12]([O:14][CH2:15]C)=[O:13])=[C:7]([O:25][CH3:26])[CH:6]=[CH:5][N:4]=1.Cl.O1CCOCC1, predict the reaction product. (3) Given the reactants Cl[C:2]1[N:7]=[CH:6][C:5]([C:8]2[CH:9]=[N:10][C:11]([O:14][CH3:15])=[CH:12][CH:13]=2)=[C:4]([NH2:16])[CH:3]=1.[NH:17]1[CH2:22][CH2:21][O:20][CH2:19][CH2:18]1.C1(P(C2CCCCC2)C2(C(C)C)CC(C(C)C)=CC(C(C)C)=C2C2C=CC=CC=2)CCCCC1.CC(C1C=C(C(C)C)C(C2C=CC=CC=2P(C2CCCCC2)C2CCCCC2)=C(C(C)C)C=1)C.C[Si]([N-][Si](C)(C)C)(C)C.[Li+], predict the reaction product. The product is: [CH3:15][O:14][C:11]1[N:10]=[CH:9][C:8]([C:5]2[CH:6]=[N:7][C:2]([N:17]3[CH2:22][CH2:21][O:20][CH2:19][CH2:18]3)=[CH:3][C:4]=2[NH2:16])=[CH:13][CH:12]=1. (4) Given the reactants [BH4-].[Na+].[Cl:3][C:4]1[CH:5]=[C:6]2[C:12]3([CH2:17][CH2:16][N:15]([C:18]([O:20][C:21]([CH3:24])([CH3:23])[CH3:22])=[O:19])[CH2:14][CH2:13]3)[CH:11]=[N:10][C:7]2=[CH:8][CH:9]=1, predict the reaction product. The product is: [Cl:3][C:4]1[CH:5]=[C:6]2[C:12]3([CH2:13][CH2:14][N:15]([C:18]([O:20][C:21]([CH3:24])([CH3:23])[CH3:22])=[O:19])[CH2:16][CH2:17]3)[CH2:11][NH:10][C:7]2=[CH:8][CH:9]=1. (5) Given the reactants Br[C:2]1[C:11]2[C:6](=[CH:7][CH:8]=[C:9]([F:12])[CH:10]=2)[CH:5]=[CH:4][C:3]=1[CH3:13].C([Li])CCC.CN(C)[CH:21]=[O:22], predict the reaction product. The product is: [F:12][C:9]1[CH:10]=[C:11]2[C:6]([CH:5]=[CH:4][C:3]([CH3:13])=[C:2]2[CH:21]=[O:22])=[CH:7][CH:8]=1. (6) Given the reactants I[CH2:2][CH2:3][C:4]([O:6][CH2:7][CH3:8])=[O:5].[CH:9]1([C:12](Cl)=[O:13])[CH2:11][CH2:10]1, predict the reaction product. The product is: [CH:9]1([C:12](=[O:13])[CH2:2][CH2:3][C:4]([O:6][CH2:7][CH3:8])=[O:5])[CH2:11][CH2:10]1. (7) Given the reactants [Cl:1][C:2]1[CH:3]=[C:4]([CH:8]=[C:9]([Cl:12])[C:10]=1[F:11])[C:5](O)=[O:6].S(Cl)([Cl:15])=O, predict the reaction product. The product is: [Cl:1][C:2]1[CH:3]=[C:4]([CH:8]=[C:9]([Cl:12])[C:10]=1[F:11])[C:5]([Cl:15])=[O:6]. (8) Given the reactants [C:1]1([C:7](=[N:14][CH2:15][C:16]#[N:17])[C:8]2[CH:13]=[CH:12][CH:11]=[CH:10][CH:9]=2)[CH:6]=[CH:5][CH:4]=[CH:3][CH:2]=1.C([Li])CCC.[F:23][CH:24]([F:27])[CH2:25]I, predict the reaction product. The product is: [C:1]1([C:7](=[N:14][CH:15]([CH2:25][CH:24]([F:27])[F:23])[C:16]#[N:17])[C:8]2[CH:9]=[CH:10][CH:11]=[CH:12][CH:13]=2)[CH:2]=[CH:3][CH:4]=[CH:5][CH:6]=1. (9) Given the reactants [F:1][C:2]([F:9])([F:8])[C:3]1[N:4]=[CH:5][NH:6][CH:7]=1.Cl[C:11]1[CH:16]=[CH:15][C:14]([N+:17]([O-])=O)=[CH:13][N:12]=1.C(=O)([O-])[O-].[K+].[K+], predict the reaction product. The product is: [F:1][C:2]([F:9])([F:8])[C:3]1[N:4]=[CH:5][N:6]([C:11]2[N:12]=[CH:13][C:14]([NH2:17])=[CH:15][CH:16]=2)[CH:7]=1. (10) Given the reactants [NH:1]1[CH2:5][CH2:4][N:3]=[C:2]1[C:6]([NH2:26])([C:17]1[CH:22]=[CH:21][C:20]([O:23][CH3:24])=[C:19]([CH3:25])[CH:18]=1)[C:7]1[CH:12]=[CH:11][CH:10]=[C:9]([O:13][CH2:14][CH2:15][CH3:16])[CH:8]=1.[N:27]#[C:28]Br, predict the reaction product. The product is: [CH3:24][O:23][C:20]1[CH:21]=[CH:22][C:17]([C:6]2([C:7]3[CH:12]=[CH:11][CH:10]=[C:9]([O:13][CH2:14][CH2:15][CH3:16])[CH:8]=3)[C:2]3=[N:1][CH2:5][CH2:4][N:3]3[C:28]([NH2:27])=[N:26]2)=[CH:18][C:19]=1[CH3:25].